From a dataset of NCI-60 drug combinations with 297,098 pairs across 59 cell lines. Regression. Given two drug SMILES strings and cell line genomic features, predict the synergy score measuring deviation from expected non-interaction effect. Drug 1: C1CC(=O)NC(=O)C1N2CC3=C(C2=O)C=CC=C3N. Drug 2: C1=NC2=C(N=C(N=C2N1C3C(C(C(O3)CO)O)O)F)N. Cell line: KM12. Synergy scores: CSS=-6.32, Synergy_ZIP=-3.46, Synergy_Bliss=-17.6, Synergy_Loewe=-16.1, Synergy_HSA=-15.8.